This data is from Reaction yield outcomes from USPTO patents with 853,638 reactions. The task is: Predict the reaction yield, written as a fraction of the theoretical maximum amount of product (1.0 means a 100% yield; for example, 0.34 means a 34% yield). The reactants are [CH2:1]([O:3][C:4]([C:6]1[NH:7][CH:8]=[CH:9][C:10]=1[NH2:11])=[O:5])[CH3:2].[NH:12]1[CH:16]=[CH:15][N:14]=[C:13]1[CH:17]=O.[BH3-]C#N.[Na+]. The catalyst is CO. The product is [NH:12]1[CH:16]=[CH:15][N:14]=[C:13]1[CH2:17][NH:11][C:10]1[CH:9]=[CH:8][NH:7][C:6]=1[C:4]([O:3][CH2:1][CH3:2])=[O:5]. The yield is 0.990.